This data is from Forward reaction prediction with 1.9M reactions from USPTO patents (1976-2016). The task is: Predict the product of the given reaction. (1) Given the reactants [Cl:1][C:2]1[N:7]=[C:6]2[S:8][C:9]([C:11]([OH:13])=O)=[CH:10][C:5]2=[N:4][CH:3]=1.S(Cl)([Cl:16])=O, predict the reaction product. The product is: [Cl:1][C:2]1[N:7]=[C:6]2[S:8][C:9]([C:11]([Cl:16])=[O:13])=[CH:10][C:5]2=[N:4][CH:3]=1. (2) Given the reactants [Br:1][C:2]1[CH:3]=[C:4]([OH:10])[C:5]([O:8][CH3:9])=[CH:6][CH:7]=1.[C:11]1(B(O)O)[CH:16]=[CH:15]C=[CH:13][CH:12]=1.[CH2:20](N(CC)CC)C, predict the reaction product. The product is: [Br:1][C:2]1[CH:7]=[CH:6][C:5]([O:8][C:9]2[CH:15]=[CH:16][CH:11]=[CH:12][CH:13]=2)=[C:4]([O:10][CH3:20])[CH:3]=1. (3) Given the reactants [Br:1][C:2]1[CH:7]=[CH:6][C:5]([CH:8]([N:10]2[CH2:15][CH2:14][NH:13][CH2:12][CH:11]2[CH3:16])[CH3:9])=[CH:4][CH:3]=1.[C:17]([N:24]1[CH2:29][CH2:28][C:27](=O)[CH2:26][CH2:25]1)([O:19][C:20]([CH3:23])([CH3:22])[CH3:21])=[O:18].C(O[BH-](OC(=O)C)OC(=O)C)(=O)C.[Na+], predict the reaction product. The product is: [C:20]([O:19][C:17]([N:24]1[CH2:29][CH2:28][CH:27]([N:13]2[CH2:14][CH2:15][N:10]([C@H:8]([C:5]3[CH:6]=[CH:7][C:2]([Br:1])=[CH:3][CH:4]=3)[CH3:9])[C@H:11]([CH3:16])[CH2:12]2)[CH2:26][CH2:25]1)=[O:18])([CH3:23])([CH3:21])[CH3:22]. (4) Given the reactants [CH2:1]([C@H:8]1[CH2:13][CH2:12][N:11]([CH2:14][CH2:15][S:16]([C:19]2[CH:24]=[CH:23][C:22]([OH:25])=[CH:21][CH:20]=2)(=[O:18])=[O:17])[CH2:10][C@H:9]1[OH:26])[C:2]1[CH:7]=[CH:6][CH:5]=[CH:4][CH:3]=1.[C:27](O)(=[O:33])[CH2:28][CH2:29][C:30]([OH:32])=[O:31].CN(C1C=CC=CN=1)C, predict the reaction product. The product is: [CH2:1]([C@H:8]1[CH2:13][CH2:12][N:11]([CH2:14][CH2:15][S:16]([C:19]2[CH:24]=[CH:23][C:22]([O:25][C:27](=[O:33])[CH2:28][CH2:29][C:30]([OH:32])=[O:31])=[CH:21][CH:20]=2)(=[O:18])=[O:17])[CH2:10][C@H:9]1[OH:26])[C:2]1[CH:7]=[CH:6][CH:5]=[CH:4][CH:3]=1.